This data is from Catalyst prediction with 721,799 reactions and 888 catalyst types from USPTO. The task is: Predict which catalyst facilitates the given reaction. (1) The catalyst class is: 35. Reactant: [O:1]1[C:5]2=[CH:6][CH:7]=[CH:8][C:9]([OH:10])=[C:4]2[CH:3]=[CH:2]1.[F:11][C:12]1[CH:13]=[C:14]([N+:19]([O-:21])=[O:20])[CH:15]=[CH:16][C:17]=1F.C(=O)([O-])[O-].[K+].[K+]. Product: [F:11][C:12]1[CH:13]=[C:14]([N+:19]([O-:21])=[O:20])[CH:15]=[CH:16][C:17]=1[O:10][C:9]1[C:4]2[CH:3]=[CH:2][O:1][C:5]=2[CH:6]=[CH:7][CH:8]=1. (2) Reactant: [CH2:1]([C@@:4]1([CH3:32])[CH2:9][C@H:8]([C:10]2[CH:15]=[CH:14][CH:13]=[C:12]([Cl:16])[CH:11]=2)[C@@H:7]([C:17]2[CH:22]=[CH:21][C:20]([Cl:23])=[CH:19][CH:18]=2)[N:6]([C@@H:24]([CH2:29][CH3:30])/[CH:25]=[CH:26]/[O:27]C)[C:5]1=[O:31])[CH:2]=[CH2:3].Cl. Product: [CH2:1]([C@@:4]1([CH3:32])[CH2:9][C@H:8]([C:10]2[CH:15]=[CH:14][CH:13]=[C:12]([Cl:16])[CH:11]=2)[C@@H:7]([C:17]2[CH:18]=[CH:19][C:20]([Cl:23])=[CH:21][CH:22]=2)[N:6]([C@@H:24]([CH2:29][CH3:30])[CH2:25][CH:26]=[O:27])[C:5]1=[O:31])[CH:2]=[CH2:3]. The catalyst class is: 10. (3) Reactant: [C:1]([O:5][C:6]([CH:8]1[CH2:12][CH2:11][CH2:10][N:9]1[C:13](=[O:28])[C:14]([NH:17][C:18]([O:20]CC1C=CC=CC=1)=O)([CH3:16])[CH3:15])=[O:7])([CH3:4])([CH3:3])[CH3:2].CCN(C(C)C)C(C)C.C(Cl)(=O)[C:39]1[CH:44]=[CH:43][C:42]([O:45][CH3:46])=[CH:41][CH:40]=1. Product: [C:1]([O:5][C:6]([CH:8]1[CH2:12][CH2:11][CH2:10][N:9]1[C:13](=[O:28])[C:14]([NH:17][C:18](=[O:20])[C:39]1[CH:44]=[CH:43][C:42]([O:45][CH3:46])=[CH:41][CH:40]=1)([CH3:15])[CH3:16])=[O:7])([CH3:2])([CH3:3])[CH3:4]. The catalyst class is: 687. (4) Reactant: [NH:1]1[CH2:6][CH2:5][CH:4]([N:7]2[C:11]3[CH:12]=[CH:13][CH:14]=[CH:15][C:10]=3[NH:9][C:8]2=[O:16])[CH2:3][CH2:2]1.CCN(CC)CC.[O:24](C(OC(C)(C)C)=O)[C:25]([O:27][C:28]([CH3:31])([CH3:30])[CH3:29])=O. Product: [C:28]([O:27][C:25]([N:1]1[CH2:2][CH2:3][CH:4]([N:7]2[C:11]3[CH:12]=[CH:13][CH:14]=[CH:15][C:10]=3[NH:9][C:8]2=[O:16])[CH2:5][CH2:6]1)=[O:24])([CH3:31])([CH3:30])[CH3:29]. The catalyst class is: 64. (5) Reactant: [Cl:1][C:2]1[CH:3]=[C:4]([OH:8])[CH:5]=[CH:6][CH:7]=1.[C:9](OC(=O)C)(=[O:11])[CH3:10].[Na]. Product: [C:9]([O:8][C:4]1[CH:5]=[CH:6][CH:7]=[C:2]([Cl:1])[CH:3]=1)(=[O:11])[CH3:10]. The catalyst class is: 65. (6) Reactant: [Br:1][C:2]1[CH:3]=[C:4]([NH:9][C:10]([C:13]2[C:17]([NH:18][CH2:19][CH2:20][O:21][CH3:22])=[N:16][O:15][N:14]=2)=[N:11][OH:12])[CH:5]=[CH:6][C:7]=1[F:8].[C:23](N1C=CN=C1)(N1C=CN=C1)=[O:24]. Product: [Br:1][C:2]1[CH:3]=[C:4]([N:9]2[C:23](=[O:24])[O:12][N:11]=[C:10]2[C:13]2[C:17]([NH:18][CH2:19][CH2:20][O:21][CH3:22])=[N:16][O:15][N:14]=2)[CH:5]=[CH:6][C:7]=1[F:8]. The catalyst class is: 13. (7) Reactant: [N+:1]([C:4]1[CH:13]=[C:12]2[C:7]([CH2:8][CH2:9][C:10](=[O:14])[NH:11]2)=[CH:6][CH:5]=1)([O-:3])=[O:2].Br[CH2:16][CH2:17][O:18][Si:19]([C:22]([CH3:25])([CH3:24])[CH3:23])([CH3:21])[CH3:20].C(=O)([O-])[O-].[K+].[K+].[I-].[K+]. Product: [Si:19]([O:18][CH2:17][CH2:16][N:11]1[C:12]2[C:7](=[CH:6][CH:5]=[C:4]([N+:1]([O-:3])=[O:2])[CH:13]=2)[CH2:8][CH2:9][C:10]1=[O:14])([C:22]([CH3:25])([CH3:24])[CH3:23])([CH3:21])[CH3:20]. The catalyst class is: 18. (8) Reactant: [Cl:1][C:2]1[CH:3]=[N:4][C:5]([N:8]2[CH2:13][CH2:12][C:11](=O)[CH2:10][CH2:9]2)=[N:6][CH:7]=1.[CH:15]1([NH2:18])[CH2:17][CH2:16]1.C(O)(=O)C.C(O[BH-](OC(=O)C)OC(=O)C)(=O)C.[Na+]. Product: [Cl:1][C:2]1[CH:3]=[N:4][C:5]([N:8]2[CH2:13][CH2:12][CH:11]([NH:18][CH:15]3[CH2:17][CH2:16]3)[CH2:10][CH2:9]2)=[N:6][CH:7]=1. The catalyst class is: 4. (9) Reactant: C([O:3][C:4](=[O:15])[CH2:5][CH2:6][CH2:7][C:8]1[CH:13]=[CH:12][CH:11]=[C:10]([F:14])[CH:9]=1)C.[OH-].[Na+]. Product: [F:14][C:10]1[CH:9]=[C:8]([CH2:7][CH2:6][CH2:5][C:4]([OH:15])=[O:3])[CH:13]=[CH:12][CH:11]=1. The catalyst class is: 6. (10) Reactant: [Br:1][C:2]1[CH:8]=[C:7]([S:9]([CH3:12])(=[O:11])=[O:10])[CH:6]=[CH:5][C:3]=1[NH2:4].[Cl:13][C:14]1[CH:19]=[CH:18][C:17](I)=[CH:16][CH:15]=1.C(=O)([O-])[O-].[Cs+].[Cs+].CC1(C)C2C(=C(P(C3C=CC=CC=3)C3C=CC=CC=3)C=CC=2)OC2C(P(C3C=CC=CC=3)C3C=CC=CC=3)=CC=CC1=2. Product: [Br:1][C:2]1[CH:8]=[C:7]([S:9]([CH3:12])(=[O:11])=[O:10])[CH:6]=[CH:5][C:3]=1[NH:4][C:17]1[CH:18]=[CH:19][C:14]([Cl:13])=[CH:15][CH:16]=1. The catalyst class is: 110.